Binary Classification. Given a miRNA mature sequence and a target amino acid sequence, predict their likelihood of interaction. From a dataset of Experimentally validated miRNA-target interactions with 360,000+ pairs, plus equal number of negative samples. (1) The miRNA is hsa-miR-3136-3p with sequence UGGCCCAACCUAUUCAGUUAGU. The protein sequence of the target gene is MAQPTSGLYSTFGFFICLLFFPASWEAGANTFQELQKTGEPPKFDHLLPLTQGLTHRASSDQKTSRQHPPDLPEATATQKAKNQCNTTRLVKPVHTPLDNAKAADYGNTTVRHEMPPASEKDLSSQGKHLMARNERSADDPRSTTSENGSDGKRLTSAPRRNTSCMPSTRRTSLTTKSGMRASPMGASASLRTTSQKPTTFHVSELIRQSSSPVYATETPRTSYNTLKTLTTSGPEHHTIPFASDKSVQITTEHIKEATSASEITRTQSTFTKYEGKTSPASESSSQAQVLPIKHHTTSA.... Result: 0 (no interaction). (2) The miRNA is mmu-miR-465a-5p with sequence UAUUUAGAAUGGCACUGAUGUGA. The protein sequence of the target gene is MMRTTEDFHKPSATLNSNTATKGRYIYLEAFLEGGAPWGFTLKGGLEHGEPLIISKVEEGGKADTLSSKLQAGDEVVHINEVTLSSSRKEAVSLVKGSYKTLRLVVRRDVCTDPGHADTGASNFVSPEHLTSGPQHRKAAWSGGVKLRLKHRRSEPAGRPHSWHTTKSGEKQPDASMMQISQGMIGPPWHQSYHSSSSTSDLSNYDHAYLRRSPDQCSSQGSMESLEPSGAYPPCHLSPAKSTGSIDQLSHFHNKRDSAYSSFSTSSSILEYPHPGISGRERSGSMDNTSARGGLLEGMR.... Result: 0 (no interaction).